From a dataset of Full USPTO retrosynthesis dataset with 1.9M reactions from patents (1976-2016). Predict the reactants needed to synthesize the given product. Given the product [C:10]([C:2]1[CH:7]=[CH:6][C:5]([C:15]([O:18][CH3:22])=[O:16])=[CH:4][CH:3]=1)(=[O:13])[CH3:9], predict the reactants needed to synthesize it. The reactants are: N[C:2]1[CH:7]=[CH:6][C:5](O)=[CH:4][CH:3]=1.[CH3:9][C:10]([O-:13])(C)C.[K+].[C:15]([O-:18])([O-])=[O:16].[K+].[K+].Cl[CH:22]1N(C2C(C)=CC=CC=2Cl)C=CS1.[Na+].[Cl-].